The task is: Predict the reactants needed to synthesize the given product.. This data is from Full USPTO retrosynthesis dataset with 1.9M reactions from patents (1976-2016). (1) Given the product [Br:1][C:2]1[CH:7]=[CH:6][C:5]([C:8](=[O:10])/[CH:9]=[CH:16]/[N:19]([CH3:21])[CH3:20])=[C:4]([N+:11]([O-:13])=[O:12])[CH:3]=1, predict the reactants needed to synthesize it. The reactants are: [Br:1][C:2]1[CH:7]=[CH:6][C:5]([C:8](=[O:10])[CH3:9])=[C:4]([N+:11]([O-:13])=[O:12])[CH:3]=1.CO[CH:16]([N:19]([CH3:21])[CH3:20])OC. (2) Given the product [C:20]([O:1][CH2:2][C:3]1[C:13]2[CH:12]=[CH:11][C:10]3[CH:14]=[CH:15][CH:16]=[C:17]([I:18])[C:9]=3[CH:8]([OH:19])[C:7]=2[CH:6]=[CH:5][CH:4]=1)(=[O:22])[CH3:21], predict the reactants needed to synthesize it. The reactants are: [OH:1][CH2:2][C:3]1[C:13]2[CH:12]=[CH:11][C:10]3[CH:14]=[CH:15][CH:16]=[C:17]([I:18])[C:9]=3[CH:8]([OH:19])[C:7]=2[CH:6]=[CH:5][CH:4]=1.[C:20](OC(=O)C)(=[O:22])[CH3:21].